Task: Predict which catalyst facilitates the given reaction.. Dataset: Catalyst prediction with 721,799 reactions and 888 catalyst types from USPTO (1) Reactant: Br[CH2:2]/[CH:3]=[CH:4]/[CH2:5][O:6][CH2:7][C@H:8]1[CH2:13][CH2:12][C@H:11]([CH2:14][N:15]([CH3:29])[S:16]([C:19]2[CH:24]=[CH:23][C:22]([C:25]([F:28])([F:27])[F:26])=[CH:21][CH:20]=2)(=[O:18])=[O:17])[CH2:10][CH2:9]1.C(OC([N:37]1[CH2:42][CH2:41][NH:40][CH2:39][CH2:38]1)=O)(C)(C)C.FC(F)(F)C(O)=O. Product: [CH3:29][N:15]([CH2:14][C@H:11]1[CH2:12][CH2:13][C@H:8]([CH2:7][O:6][CH2:5]/[CH:4]=[CH:3]/[CH2:2][N:37]2[CH2:42][CH2:41][NH:40][CH2:39][CH2:38]2)[CH2:9][CH2:10]1)[S:16]([C:19]1[CH:24]=[CH:23][C:22]([C:25]([F:28])([F:27])[F:26])=[CH:21][CH:20]=1)(=[O:18])=[O:17]. The catalyst class is: 80. (2) Reactant: [C:1]([O:5][C:6]([N:8]1[C:12]2=[C:13]3[C:18](=[CH:19][CH:20]=[C:11]2[C:10]([C:22]([O:24][C:25]([CH3:28])([CH3:27])[CH3:26])=[O:23])=[C:9]1[CH3:29])[CH:17]=[N:16][C:15]([Cl:21])=[CH:14]3)=[O:7])([CH3:4])([CH3:3])[CH3:2].C1C(=O)N([Br:37])C(=O)C1.C(OOC(=O)C1C=CC=CC=1)(=O)C1C=CC=CC=1. Product: [C:1]([O:5][C:6]([N:8]1[C:12]2=[C:13]3[C:18](=[CH:19][CH:20]=[C:11]2[C:10]([C:22]([O:24][C:25]([CH3:28])([CH3:27])[CH3:26])=[O:23])=[C:9]1[CH2:29][Br:37])[CH:17]=[N:16][C:15]([Cl:21])=[CH:14]3)=[O:7])([CH3:4])([CH3:3])[CH3:2]. The catalyst class is: 53. (3) Reactant: [BH4-].[Na+].[Cl:3][C:4]1[C:11]([OH:12])=[CH:10][CH:9]=[CH:8][C:5]=1[CH:6]=[O:7].O. Product: [Cl:3][C:4]1[C:5]([CH2:6][OH:7])=[CH:8][CH:9]=[CH:10][C:11]=1[OH:12]. The catalyst class is: 5. (4) Reactant: [C:1]([CH2:4][O:5][C:6]1[CH:23]=[CH:22][C:21]([Cl:24])=[CH:20][C:7]=1[CH2:8][C:9]1[CH:14]=[CH:13][CH:12]=[CH:11][C:10]=1/[CH:15]=[CH:16]/[C:17]([OH:19])=[O:18])([OH:3])=[O:2]. Product: [C:1]([CH2:4][O:5][C:6]1[CH:23]=[CH:22][C:21]([Cl:24])=[CH:20][C:7]=1[CH2:8][C:9]1[CH:14]=[CH:13][CH:12]=[CH:11][C:10]=1[CH2:15][CH2:16][C:17]([OH:19])=[O:18])([OH:3])=[O:2]. The catalyst class is: 19. (5) Reactant: [CH2:1]([N:3]1[C:8]2[N:9]=[C:10]([NH:13][C:14]3[CH:19]=[CH:18][C:17]([CH:20]4[CH2:25][CH2:24][N:23]([CH2:26][CH2:27][C:28]([F:31])([F:30])[F:29])[CH2:22][CH2:21]4)=[CH:16][C:15]=3[O:32][CH3:33])[N:11]=[CH:12][C:7]=2[C:6](=[O:34])[C:5]([C:35]([NH2:37])=[O:36])=[C:4]1[NH:38][CH3:39])[CH3:2].CC[Cl:42].CCOCC. Product: [ClH:42].[CH2:1]([N:3]1[C:8]2[N:9]=[C:10]([NH:13][C:14]3[CH:19]=[CH:18][C:17]([CH:20]4[CH2:21][CH2:22][N:23]([CH2:26][CH2:27][C:28]([F:31])([F:30])[F:29])[CH2:24][CH2:25]4)=[CH:16][C:15]=3[O:32][CH3:33])[N:11]=[CH:12][C:7]=2[C:6](=[O:34])[C:5]([C:35]([NH2:37])=[O:36])=[C:4]1[NH:38][CH3:39])[CH3:2]. The catalyst class is: 98.